Dataset: Full USPTO retrosynthesis dataset with 1.9M reactions from patents (1976-2016). Task: Predict the reactants needed to synthesize the given product. (1) Given the product [N:22]1[CH:23]=[CH:24][C:19]([NH:18][C:13](=[O:15])[CH2:12][N:5]2[C:6]3[CH2:7][CH2:8][CH2:9][CH2:10][C:11]=3[C:3]([C:2]([F:1])([F:17])[F:16])=[N:4]2)=[CH:20][CH:21]=1, predict the reactants needed to synthesize it. The reactants are: [F:1][C:2]([F:17])([F:16])[C:3]1[C:11]2[CH2:10][CH2:9][CH2:8][CH2:7][C:6]=2[N:5]([CH2:12][C:13]([OH:15])=O)[N:4]=1.[NH2:18][C:19]1[CH:24]=[CH:23][N:22]=[CH:21][CH:20]=1.CN(C(ON1N=NC2C=CC=NC1=2)=[N+](C)C)C.F[P-](F)(F)(F)(F)F.O. (2) Given the product [NH2:10][C:9]1[N:20]([C:13]2[CH:14]=[CH:15][C:16]([O:18][CH3:19])=[CH:17][C:12]=2[F:11])[N:21]=[C:4]([CH3:5])[C:6]=1[C:7]#[N:8], predict the reactants needed to synthesize it. The reactants are: C(O[C:4](=[C:6]([C:9]#[N:10])[C:7]#[N:8])[CH3:5])C.[F:11][C:12]1[CH:17]=[C:16]([O:18][CH3:19])[CH:15]=[CH:14][C:13]=1[NH:20][NH2:21].C(Cl)Cl.Cl. (3) Given the product [Cl:1][C:2]1[CH:3]=[C:4]([S:9]([NH2:14])(=[O:11])=[O:10])[CH:5]=[C:6]([F:8])[CH:7]=1, predict the reactants needed to synthesize it. The reactants are: [Cl:1][C:2]1[CH:3]=[C:4]([S:9](Cl)(=[O:11])=[O:10])[CH:5]=[C:6]([F:8])[CH:7]=1.[OH-].[NH4+:14].[Cl-].[NH4+]. (4) Given the product [CH3:48][N:22]1[C:21]2[N:20]=[C:19]([O:10][CH2:9][CH2:8][O:7][C:6]3[CH:11]=[CH:12][CH:13]=[C:4]([O:3][C:2]([F:14])([F:15])[F:1])[CH:5]=3)[N:27]([CH2:28][O:29][CH2:30][CH2:31][Si:32]([CH3:35])([CH3:33])[CH3:34])[C:26]=2[C:25](=[O:36])[N:24]([CH2:37][CH2:38][CH2:39][O:40][CH:41]2[CH2:46][CH2:45][CH2:44][CH2:43][O:42]2)[C:23]1=[O:47], predict the reactants needed to synthesize it. The reactants are: [F:1][C:2]([F:15])([F:14])[O:3][C:4]1[CH:5]=[C:6]([CH:11]=[CH:12][CH:13]=1)[O:7][CH2:8][CH2:9][OH:10].[H-].[Na+].Br[C:19]1[N:27]([CH2:28][O:29][CH2:30][CH2:31][Si:32]([CH3:35])([CH3:34])[CH3:33])[C:26]2[C:25](=[O:36])[N:24]([CH2:37][CH2:38][CH2:39][O:40][CH:41]3[CH2:46][CH2:45][CH2:44][CH2:43][O:42]3)[C:23](=[O:47])[N:22]([CH3:48])[C:21]=2[N:20]=1. (5) The reactants are: C([SiH](CC)CC)C.[CH2:8]([O:15][C:16]1[CH:21]=[CH:20][CH:19]=[CH:18][C:17]=1[CH:22]([C:24]1[CH:29]=[CH:28][C:27]([S:30][CH3:31])=[CH:26][CH:25]=1)O)[C:9]1[CH:14]=[CH:13][CH:12]=[CH:11][CH:10]=1.O. Given the product [CH2:8]([O:15][C:16]1[CH:21]=[CH:20][CH:19]=[CH:18][C:17]=1[CH2:22][C:24]1[CH:29]=[CH:28][C:27]([S:30][CH3:31])=[CH:26][CH:25]=1)[C:9]1[CH:10]=[CH:11][CH:12]=[CH:13][CH:14]=1, predict the reactants needed to synthesize it.